This data is from Catalyst prediction with 721,799 reactions and 888 catalyst types from USPTO. The task is: Predict which catalyst facilitates the given reaction. (1) Product: [Cl:1][C:2]1[CH:8]=[CH:7][C:5]([NH:6][C:13](=[O:14])[O:15][C:16]([CH3:19])([CH3:18])[CH3:17])=[CH:4][C:3]=1[C:9]([F:10])([F:11])[F:12]. The catalyst class is: 12. Reactant: [Cl:1][C:2]1[CH:8]=[CH:7][C:5]([NH2:6])=[CH:4][C:3]=1[C:9]([F:12])([F:11])[F:10].[C:13](O[C:13]([O:15][C:16]([CH3:19])([CH3:18])[CH3:17])=[O:14])([O:15][C:16]([CH3:19])([CH3:18])[CH3:17])=[O:14]. (2) Reactant: [C:1]([Si:5]([CH3:34])([CH3:33])[O:6][CH2:7][CH2:8][N:9]([CH2:21][C:22]1[CH:27]=[CH:26][C:25]([CH:28]=[CH:29][C:30]([OH:32])=O)=[CH:24][CH:23]=1)[CH2:10][CH2:11][C:12]1[C:20]2[C:15](=[CH:16][CH:17]=[CH:18][CH:19]=2)[NH:14][CH:13]=1)([CH3:4])([CH3:3])[CH3:2].CCN(CC)CC.CN([P+](O[N:53]1N=[N:60][C:55]2[CH:56]=[CH:57][CH:58]=[CH:59][C:54]1=2)(N(C)C)N(C)C)C.F[P-](F)(F)(F)(F)F.C1(N)C=CC=CC=1N.[NH4+].[Cl-]. Product: [NH2:53][C:54]1[CH:59]=[CH:58][CH:57]=[CH:56][C:55]=1[NH:60][C:30](=[O:32])[CH:29]=[CH:28][C:25]1[CH:26]=[CH:27][C:22]([CH2:21][N:9]([CH2:8][CH2:7][O:6][Si:5]([C:1]([CH3:2])([CH3:4])[CH3:3])([CH3:34])[CH3:33])[CH2:10][CH2:11][C:12]2[C:20]3[C:15](=[CH:16][CH:17]=[CH:18][CH:19]=3)[NH:14][CH:13]=2)=[CH:23][CH:24]=1. The catalyst class is: 3.